The task is: Regression. Given two drug SMILES strings and cell line genomic features, predict the synergy score measuring deviation from expected non-interaction effect.. This data is from NCI-60 drug combinations with 297,098 pairs across 59 cell lines. Drug 1: C1=CC(=CC=C1CCCC(=O)O)N(CCCl)CCCl. Drug 2: CC1CCC2CC(C(=CC=CC=CC(CC(C(=O)C(C(C(=CC(C(=O)CC(OC(=O)C3CCCCN3C(=O)C(=O)C1(O2)O)C(C)CC4CCC(C(C4)OC)OCCO)C)C)O)OC)C)C)C)OC. Cell line: OVCAR-5. Synergy scores: CSS=17.5, Synergy_ZIP=-5.79, Synergy_Bliss=-2.98, Synergy_Loewe=0.393, Synergy_HSA=2.09.